Task: Predict the reactants needed to synthesize the given product.. Dataset: Full USPTO retrosynthesis dataset with 1.9M reactions from patents (1976-2016) Given the product [CH3:8][C:9]([CH3:19])([CH2:13][CH2:14][CH2:15][CH2:16][CH2:17][CH3:18])[C:10]([O:34][C:31]1[CH:30]=[CH:29][C:28]([O:27][CH2:20][C:21]2[CH:22]=[CH:23][CH:24]=[CH:25][CH:26]=2)=[CH:33][CH:32]=1)=[O:11], predict the reactants needed to synthesize it. The reactants are: C(N(CC)CC)C.[CH3:8][C:9]([CH3:19])([CH2:13][CH2:14][CH2:15][CH2:16][CH2:17][CH3:18])[C:10](Cl)=[O:11].[CH2:20]([O:27][C:28]1[CH:33]=[CH:32][C:31]([OH:34])=[CH:30][CH:29]=1)[C:21]1[CH:26]=[CH:25][CH:24]=[CH:23][CH:22]=1.S(O)(O)(=O)=O.NCCNC(N1CCOCC1)=O.